This data is from Forward reaction prediction with 1.9M reactions from USPTO patents (1976-2016). The task is: Predict the product of the given reaction. (1) Given the reactants [CH3:1][C:2]1[CH:7]=[C:6]([CH3:8])[N:5]=[C:4]([N:9]2[CH2:16][CH:15]3[CH:11]([CH2:12][NH:13][CH2:14]3)[CH2:10]2)[N:3]=1.[N:17]1[N:18]=[C:19]([C:22]2[CH:30]=[CH:29][CH:28]=[CH:27][C:23]=2[C:24](O)=[O:25])[NH:20][CH:21]=1.CN(C(ON1N=NC2C=CC=NC1=2)=[N+](C)C)C.F[P-](F)(F)(F)(F)F.CCN(C(C)C)C(C)C, predict the reaction product. The product is: [CH3:1][C:2]1[CH:7]=[C:6]([CH3:8])[N:5]=[C:4]([N:9]2[CH2:16][CH:15]3[CH:11]([CH2:12][N:13]([C:24]([C:23]4[CH:27]=[CH:28][CH:29]=[CH:30][C:22]=4[C:19]4[NH:18][N:17]=[CH:21][N:20]=4)=[O:25])[CH2:14]3)[CH2:10]2)[N:3]=1. (2) Given the reactants C([O:3][C:4](=[O:12])[C:5]([C:10]#[N:11])=[CH:6][CH:7]1[CH2:9][CH2:8]1)C.[OH-].[Na+].Cl.[CH3:16]O, predict the reaction product. The product is: [NH2:11][CH2:10][C:5]1([C:4]([OH:3])=[O:12])[CH2:16][CH:6]1[CH:7]1[CH2:8][CH2:9]1. (3) Given the reactants Br[C:2]1[CH:9]=[C:8]([F:10])[C:5]([C:6]#[N:7])=[C:4]([F:11])[CH:3]=1.[O:12]1[CH2:17][CH2:16][CH2:15][CH2:14][CH:13]1[N:18]1[C:22](B2OC(C)(C)C(C)(C)O2)=[CH:21][CH:20]=[N:19]1, predict the reaction product. The product is: [F:10][C:8]1[CH:9]=[C:2]([C:22]2[N:18]([CH:13]3[CH2:14][CH2:15][CH2:16][CH2:17][O:12]3)[N:19]=[CH:20][CH:21]=2)[CH:3]=[C:4]([F:11])[C:5]=1[C:6]#[N:7].